Dataset: Catalyst prediction with 721,799 reactions and 888 catalyst types from USPTO. Task: Predict which catalyst facilitates the given reaction. (1) Reactant: [CH:1]1([N:4]2[C:13]3[C:8](=[CH:9][C:10]([F:16])=[C:11](F)[C:12]=3[CH3:14])[C:7](=[O:17])[NH:6][C:5]2=[O:18])[CH2:3][CH2:2]1.[Cl-].[NH4+:20]. Product: [CH:1]1([N:4]2[C:13]3[C:8](=[CH:9][C:10]([F:16])=[C:11]([N:20]4[CH2:10][CH2:11][C@@H:12]([C@@H:13]([NH:4][CH3:1])[CH3:8])[CH2:14]4)[C:12]=3[CH3:14])[C:7](=[O:17])[NH:6][C:5]2=[O:18])[CH2:3][CH2:2]1. The catalyst class is: 58. (2) Reactant: [Br:1][C:2]1[CH:3]=[C:4]2[C:9](=[CH:10][CH:11]=1)[C:8](=[O:12])[NH:7][C:6](=[O:13])/[C:5]/2=[CH:14]/OC.Cl.[OH:18][C:19]1[CH:26]=[CH:25][C:22]([CH2:23][NH2:24])=[CH:21][C:20]=1[O:27][CH3:28].C(N(CC)CC)C.C(OCC)C. Product: [Br:1][C:2]1[CH:3]=[C:4]2[C:9](=[CH:10][CH:11]=1)[C:8](=[O:12])[NH:7][C:6](=[O:13])/[C:5]/2=[CH:14]\[NH:24][CH2:23][C:22]1[CH:25]=[CH:26][C:19]([OH:18])=[C:20]([O:27][CH3:28])[CH:21]=1. The catalyst class is: 3. (3) Reactant: [F:1][C:2]1[CH:3]=[C:4]([CH:8]=[CH:9][C:10]=1[OH:11])[C:5]([OH:7])=O.[CH2:12]([NH2:15])[CH2:13][CH3:14].C1C=NC2N(O)N=NC=2C=1.CCN=C=NCCCN(C)C.Cl. Product: [F:1][C:2]1[CH:3]=[C:4]([CH:8]=[CH:9][C:10]=1[OH:11])[C:5]([NH:15][CH2:12][CH2:13][CH3:14])=[O:7]. The catalyst class is: 3. (4) Reactant: [CH3:1][C:2]1[N:3]=[CH:4][S:5][CH:6]=1.C([Li])CCC.[O:12]1[CH2:17][CH2:16][C:15](=[O:18])[CH2:14][CH2:13]1.CC(C)=O.CCCCCC. Product: [CH3:1][C:2]1[N:3]=[C:4]([C:15]2([OH:18])[CH2:16][CH2:17][O:12][CH2:13][CH2:14]2)[S:5][CH:6]=1. The catalyst class is: 1. (5) Reactant: [CH2:1]([O:8][C:9]([N:11]1[CH2:16][CH2:15][CH2:14][CH:13]([N:17]2[C:21]([NH2:22])=[C:20]([C:23]#[N:24])[C:19]([C:25]3[CH:30]=[CH:29][C:28]([B:31]4[O:35]C(C)(C)C(C)(C)[O:32]4)=[CH:27][CH:26]=3)=[N:18]2)[CH2:12]1)=[O:10])[C:2]1[CH:7]=[CH:6][CH:5]=[CH:4][CH:3]=1.I([O-])(=O)(=O)=O.[Na+].C([O-])(=O)C.[NH4+]. Product: [NH2:22][C:21]1[N:17]([CH:13]2[CH2:14][CH2:15][CH2:16][N:11]([C:9]([O:8][CH2:1][C:2]3[CH:3]=[CH:4][CH:5]=[CH:6][CH:7]=3)=[O:10])[CH2:12]2)[N:18]=[C:19]([C:25]2[CH:26]=[CH:27][C:28]([B:31]([OH:35])[OH:32])=[CH:29][CH:30]=2)[C:20]=1[C:23]#[N:24]. The catalyst class is: 21.